This data is from Forward reaction prediction with 1.9M reactions from USPTO patents (1976-2016). The task is: Predict the product of the given reaction. (1) Given the reactants [F:1][C:2]1[CH:7]=[CH:6][C:5]([C:8]2[C:12]([C:13]3[CH:18]=[CH:17][N:16]=[CH:15][CH:14]=3)=[C:11]([CH:19]3[CH2:21][CH:20]3[C:22]([O:24]CC)=[O:23])[N:10]([CH2:27][CH2:28][OH:29])[N:9]=2)=[CH:4][CH:3]=1.C1CC(NC2C3C(=CC(Cl)=C(Cl)C=3)C(C3C=CN=CC=3)=NN=2)CC1.[OH-].[Na+], predict the reaction product. The product is: [F:1][C:2]1[CH:7]=[CH:6][C:5]([C:8]2[C:12]([C:13]3[CH:18]=[CH:17][N:16]=[CH:15][CH:14]=3)=[C:11]([CH:19]3[CH2:21][CH:20]3[C:22]([OH:24])=[O:23])[N:10]([CH2:27][CH2:28][OH:29])[N:9]=2)=[CH:4][CH:3]=1. (2) Given the reactants [N:1]1([CH2:10][C@H:11]2[CH2:15][CH2:14][C@@H:13]([NH2:16])[CH2:12]2)[C:5]2[CH:6]=[CH:7][CH:8]=[CH:9][C:4]=2[NH:3][NH:2]1.[C:17]([OH:23])([C:19]([F:22])([F:21])[F:20])=[O:18], predict the reaction product. The product is: [F:20][C:19]([F:22])([F:21])[C:17]([OH:23])=[O:18].[N:1]1([CH2:10][C@H:11]2[CH2:15][CH2:14][C@@H:13]([NH2:16])[CH2:12]2)[C:5]2[CH:6]=[CH:7][CH:8]=[CH:9][C:4]=2[NH:3][NH:2]1. (3) The product is: [Cl:1][C:2]1[CH:3]=[C:4]([N:8]2[CH2:12][C@@:11]3([CH2:16][C@@H:15]([C:17]([NH:38][C@@H:39]([CH2:48][CH2:49][CH3:50])[CH:40]([OH:47])[C:41]([NH:43][CH:44]4[CH2:45][CH2:46]4)=[O:42])=[O:19])[N:14]([C:20](=[O:36])[C@@H:21]([NH:26][C:27](=[O:35])[CH2:28][CH:29]4[CH2:30][CH2:31][CH2:32][CH2:33][CH2:34]4)[C:22]([CH3:25])([CH3:23])[CH3:24])[CH2:13]3)[O:10][C:9]2=[O:37])[CH:5]=[CH:6][CH:7]=1. Given the reactants [Cl:1][C:2]1[CH:3]=[C:4]([N:8]2[CH2:12][C@@:11]3([CH2:16][C@@H:15]([C:17]([OH:19])=O)[N:14]([C:20](=[O:36])[C@@H:21]([NH:26][C:27](=[O:35])[CH2:28][CH:29]4[CH2:34][CH2:33][CH2:32][CH2:31][CH2:30]4)[C:22]([CH3:25])([CH3:24])[CH3:23])[CH2:13]3)[O:10][C:9]2=[O:37])[CH:5]=[CH:6][CH:7]=1.[NH2:38][C@@H:39]([CH2:48][CH2:49][CH3:50])[CH:40]([OH:47])[C:41]([NH:43][CH:44]1[CH2:46][CH2:45]1)=[O:42], predict the reaction product. (4) Given the reactants C([O:3][C:4](=[O:20])[C@@H:5]([O:18][CH3:19])[CH2:6][C:7]1[CH:12]=[CH:11][C:10]([O:13][CH2:14][CH2:15][CH2:16]Br)=[CH:9][CH:8]=1)C.[NH:21]1[C:29]2[C:24](=[CH:25][CH:26]=[CH:27][C:28]=2[OH:30])[CH:23]=[CH:22]1.[OH-].[Na+], predict the reaction product. The product is: [NH:21]1[C:29]2[C:24](=[CH:25][CH:26]=[CH:27][C:28]=2[O:30][CH2:16][CH2:15][CH2:14][O:13][C:10]2[CH:9]=[CH:8][C:7]([CH2:6][C@H:5]([O:18][CH3:19])[C:4]([OH:3])=[O:20])=[CH:12][CH:11]=2)[CH:23]=[CH:22]1. (5) Given the reactants C(N(CC)CC)C.[C:8]([C:12]1[CH:16]=[C:15]([NH:17][C:18](=[O:26])OC2C=CC=CC=2)[N:14]([C:27]2[CH:32]=[CH:31][C:30]([CH3:33])=[CH:29][CH:28]=2)[N:13]=1)([CH3:11])([CH3:10])[CH3:9].[CH2:34]([C:36]1[N:41]=[C:40]([NH:42][C:43]2[CH:48]=[C:47]([CH2:49][O:50][C:51]3[C:60]4[C:55](=[CH:56][CH:57]=[CH:58][CH:59]=4)[C:54]([NH:61]C(=O)OC(C)(C)C)=[CH:53][CH:52]=3)[CH:46]=[CH:45][N:44]=2)[CH:39]=[N:38][CH:37]=1)[CH3:35], predict the reaction product. The product is: [C:8]([C:12]1[CH:16]=[C:15]([NH:17][C:18]([NH:61][C:54]2[C:55]3[C:60](=[CH:59][CH:58]=[CH:57][CH:56]=3)[C:51]([O:50][CH2:49][C:47]3[CH:46]=[CH:45][N:44]=[C:43]([NH:42][C:40]4[CH:39]=[N:38][CH:37]=[C:36]([CH2:34][CH3:35])[N:41]=4)[CH:48]=3)=[CH:52][CH:53]=2)=[O:26])[N:14]([C:27]2[CH:28]=[CH:29][C:30]([CH3:33])=[CH:31][CH:32]=2)[N:13]=1)([CH3:10])([CH3:11])[CH3:9]. (6) Given the reactants [NH2:1][C:2]1[CH:3]=[CH:4][C:5]2[S:9][C:8]([C:10]([O:12][CH2:13][CH3:14])=[O:11])=[CH:7][C:6]=2[CH:15]=1.[CH2:16](Br)[C:17]1[CH:22]=[CH:21][CH:20]=[CH:19][CH:18]=1.C(=O)([O-])[O-].[K+].[K+], predict the reaction product. The product is: [CH2:13]([O:12][C:10]([C:8]1[S:9][C:5]2[CH:4]=[CH:3][C:2]([N:1]([CH2:7][C:6]3[CH:15]=[CH:2][CH:3]=[CH:4][CH:5]=3)[CH2:16][C:17]3[CH:22]=[CH:21][CH:20]=[CH:19][CH:18]=3)=[CH:15][C:6]=2[CH:7]=1)=[O:11])[CH3:14]. (7) Given the reactants [NH2:1][C:2]([C:6]1[CH:11]=[CH:10][C:9]([O:12][C:13]2[CH:18]=[CH:17][CH:16]=[CH:15][CH:14]=2)=[CH:8][CH:7]=1)=[CH:3][C:4]#[N:5].C[O:20][C:21](=O)[CH2:22][C:23]([C:25]1[CH:34]=[CH:33][C:28]([C:29]([O:31][CH3:32])=[O:30])=[CH:27][CH:26]=1)=O.[Cl-].[NH4+], predict the reaction product. The product is: [C:4]([C:3]1[C:21](=[O:20])[CH:22]=[C:23]([C:25]2[CH:34]=[CH:33][C:28]([C:29]([O:31][CH3:32])=[O:30])=[CH:27][CH:26]=2)[NH:1][C:2]=1[C:6]1[CH:11]=[CH:10][C:9]([O:12][C:13]2[CH:18]=[CH:17][CH:16]=[CH:15][CH:14]=2)=[CH:8][CH:7]=1)#[N:5]. (8) Given the reactants [F:1][C:2]1[CH:3]=[C:4]([N+:12]([O-:14])=[O:13])[C:5]([CH3:11])=[C:6]([N+:8]([O-:10])=[O:9])[CH:7]=1.CO[CH:17](OC)[N:18]([CH3:20])[CH3:19], predict the reaction product. The product is: [F:1][C:2]1[CH:3]=[C:4]([N+:12]([O-:14])=[O:13])[C:5]([CH:11]=[CH:17][N:18]([CH3:20])[CH3:19])=[C:6]([N+:8]([O-:10])=[O:9])[CH:7]=1. (9) Given the reactants Cl[C:2]1[N:7]2[N:8]=[C:9]([CH:11]3[CH2:13][CH2:12]3)[N:10]=[C:6]2[N:5]=[C:4]([CH3:14])[CH:3]=1.[NH2:15][C:16]1[CH:21]=[CH:20][C:19]([S:22]([F:27])([F:26])([F:25])([F:24])[F:23])=[CH:18][CH:17]=1, predict the reaction product. The product is: [CH:11]1([C:9]2[N:10]=[C:6]3[N:5]=[C:4]([CH3:14])[CH:3]=[C:2]([NH:15][C:16]4[CH:21]=[CH:20][C:19]([S:22]([F:27])([F:23])([F:24])([F:25])[F:26])=[CH:18][CH:17]=4)[N:7]3[N:8]=2)[CH2:13][CH2:12]1. (10) Given the reactants B1(C)OC(C2C=CC=CC=2)(C2C=CC=CC=2)[C@H]2N1CCC2.B.C1COCC1.[Cl:28][CH2:29][C:30]([C:32]1[CH:33]=[C:34]2[C:38](=[C:39]([Cl:41])[CH:40]=1)[NH:37][C:36](=[O:42])[CH2:35]2)=[O:31], predict the reaction product. The product is: [Cl:41][C:39]1[C:38]2[C:34](=[CH:35][C:36](=[O:42])[N:37]=2)[CH:33]=[C:32]([C@H:30]([OH:31])[CH2:29][Cl:28])[CH:40]=1.